This data is from Full USPTO retrosynthesis dataset with 1.9M reactions from patents (1976-2016). The task is: Predict the reactants needed to synthesize the given product. (1) Given the product [Br:15][C:14]1[C:6]([O:5][CH2:4][CH:3]([O:27][CH:39]([O:41][CH2:42][CH3:43])[CH3:40])[CH2:2][Br:1])=[CH:7][CH:8]=[C:9]2[C:13]=1[N:12]([CH2:16][CH:17]([O:19][Si:20]([C:23]([CH3:26])([CH3:25])[CH3:24])([CH3:21])[CH3:22])[CH3:18])[N:11]=[CH:10]2, predict the reactants needed to synthesize it. The reactants are: [Br:1][CH2:2][CH:3]([OH:27])[CH2:4][O:5][C:6]1[C:14]([Br:15])=[C:13]2[C:9]([CH:10]=[N:11][N:12]2[CH2:16][CH:17]([O:19][Si:20]([C:23]([CH3:26])([CH3:25])[CH3:24])([CH3:22])[CH3:21])[CH3:18])=[CH:8][CH:7]=1.C1(C)C=CC(S(O)(=O)=O)=CC=1.[CH:39]([O:41][CH2:42][CH3:43])=[CH2:40]. (2) Given the product [Cl:1][C:2]1[CH:24]=[CH:23][C:5]([CH2:6][NH:7][C:8]([C:10]2[C:11](=[O:22])[C:12]3[CH:19]=[C:18]([CH2:20][N:33]4[CH2:34][CH2:35][CH2:36][C@@H:32]4[C@H:30]([C:26]4[O:25][CH:29]=[CH:28][CH:27]=4)[OH:31])[O:17][C:13]=3[N:14]([CH3:16])[CH:15]=2)=[O:9])=[CH:4][CH:3]=1, predict the reactants needed to synthesize it. The reactants are: [Cl:1][C:2]1[CH:24]=[CH:23][C:5]([CH2:6][NH:7][C:8]([C:10]2[C:11](=[O:22])[C:12]3[CH:19]=[C:18]([CH2:20]Cl)[O:17][C:13]=3[N:14]([CH3:16])[CH:15]=2)=[O:9])=[CH:4][CH:3]=1.[O:25]1[CH:29]=[CH:28][CH:27]=[C:26]1[CH:30]([CH:32]1[CH2:36][CH2:35][CH2:34][NH:33]1)[OH:31]. (3) Given the product [CH2:1]([O:3][C:4]([C:6]1[C:15]([CH3:17])=[C:9]2[C:10](=[O:14])[NH:11][CH2:12][CH2:13][N:8]2[N:7]=1)=[O:5])[CH3:2], predict the reactants needed to synthesize it. The reactants are: [CH2:1]([O:3][C:4]([C:6]1[C:15](I)=[C:9]2[C:10](=[O:14])[NH:11][CH2:12][CH2:13][N:8]2[N:7]=1)=[O:5])[CH3:2].[CH3:17]B(O)O.C1(P(C2CCCCC2)C2C=CC=CC=2C2C(C(C)C)=CC(C(C)C)=CC=2C(C)C)CCCCC1.C(=O)([O-])[O-].[K+].[K+]. (4) Given the product [Cl:2][CH2:3][CH2:4][N:5]([CH2:6][CH2:7][Cl:8])[C:16](=[O:17])[O:18][C:19]([CH3:22])([CH3:21])[CH3:20], predict the reactants needed to synthesize it. The reactants are: [Cl-].[Cl:2][CH2:3][CH2:4][NH2+:5][CH2:6][CH2:7][Cl:8].C(N(CC)CC)C.[C:16](O[C:16]([O:18][C:19]([CH3:22])([CH3:21])[CH3:20])=[O:17])([O:18][C:19]([CH3:22])([CH3:21])[CH3:20])=[O:17].